Task: Regression. Given a peptide amino acid sequence and an MHC pseudo amino acid sequence, predict their binding affinity value. This is MHC class I binding data.. Dataset: Peptide-MHC class I binding affinity with 185,985 pairs from IEDB/IMGT (1) The peptide sequence is IMRAPFASI. The MHC is HLA-B08:01 with pseudo-sequence HLA-B08:01. The binding affinity (normalized) is 0.329. (2) The peptide sequence is GMHDGTVGK. The MHC is HLA-A26:01 with pseudo-sequence HLA-A26:01. The binding affinity (normalized) is 0.0847. (3) The peptide sequence is FPTSCHMF. The MHC is HLA-A26:01 with pseudo-sequence HLA-A26:01. The binding affinity (normalized) is 0.00240. (4) The peptide sequence is MAVTAAPYI. The MHC is HLA-A02:12 with pseudo-sequence HLA-A02:12. The binding affinity (normalized) is 0.0847. (5) The peptide sequence is SKVVVSSCTR. The MHC is Mamu-B8301 with pseudo-sequence Mamu-B8301. The binding affinity (normalized) is 0.399. (6) The peptide sequence is GLKIEEIEKV. The MHC is HLA-A68:02 with pseudo-sequence HLA-A68:02. The binding affinity (normalized) is 0. (7) The peptide sequence is NLPIYSEEIV. The MHC is HLA-A02:01 with pseudo-sequence HLA-A02:01. The binding affinity (normalized) is 0.267.